Dataset: Peptide-MHC class I binding affinity with 185,985 pairs from IEDB/IMGT. Task: Regression. Given a peptide amino acid sequence and an MHC pseudo amino acid sequence, predict their binding affinity value. This is MHC class I binding data. (1) The peptide sequence is AEAQCTEAS. The MHC is HLA-B45:01 with pseudo-sequence HLA-B45:01. The binding affinity (normalized) is 0.615. (2) The peptide sequence is KMQQNIQEL. The MHC is HLA-A68:02 with pseudo-sequence HLA-A68:02. The binding affinity (normalized) is 0.0683. (3) The peptide sequence is MLSEGRMNS. The MHC is HLA-A02:01 with pseudo-sequence HLA-A02:01. The binding affinity (normalized) is 0.188. (4) The peptide sequence is GYLKPTTFML. The MHC is HLA-A01:01 with pseudo-sequence HLA-A01:01. The binding affinity (normalized) is 0.0524. (5) The peptide sequence is LYKTIVNIW. The MHC is HLA-A01:01 with pseudo-sequence HLA-A01:01. The binding affinity (normalized) is 0.0847. (6) The peptide sequence is KGMKIQHFK. The MHC is HLA-B57:01 with pseudo-sequence HLA-B57:01. The binding affinity (normalized) is 0.0847. (7) The peptide sequence is LQAGYIPV. The MHC is H-2-Kb with pseudo-sequence H-2-Kb. The binding affinity (normalized) is 0.211. (8) The peptide sequence is KQRKPGGPW. The MHC is HLA-B39:01 with pseudo-sequence HLA-B39:01. The binding affinity (normalized) is 0.213. (9) The peptide sequence is RKSSFFVWV. The MHC is HLA-A02:01 with pseudo-sequence HLA-A02:01. The binding affinity (normalized) is 0.102.